This data is from Forward reaction prediction with 1.9M reactions from USPTO patents (1976-2016). The task is: Predict the product of the given reaction. Given the reactants [CH3:1][N:2]1[C:6]2[CH2:7][NH:8][CH2:9][CH2:10][C:5]=2[CH:4]=[N:3]1.Br[C:12]1[CH:13]=[C:14]([CH:30]=[CH:31][CH:32]=1)[O:15][CH2:16][CH:17]([OH:29])[CH2:18][N:19]1[CH2:28][CH2:27][C:26]2[C:21](=[CH:22][CH:23]=[CH:24][CH:25]=2)[CH2:20]1.C([O-])([O-])=O.[Cs+].[Cs+].CC(OC1C=CC=C(OC(C)C)C=1C1C(P(C2CCCCC2)C2CCCCC2)=CC=CC=1)C, predict the reaction product. The product is: [CH2:20]1[C:21]2[C:26](=[CH:25][CH:24]=[CH:23][CH:22]=2)[CH2:27][CH2:28][N:19]1[CH2:18][CH:17]([OH:29])[CH2:16][O:15][C:14]1[CH:30]=[CH:31][CH:32]=[C:12]([N:8]2[CH2:9][CH2:10][C:5]3[CH:4]=[N:3][N:2]([CH3:1])[C:6]=3[CH2:7]2)[CH:13]=1.